Task: Predict the reactants needed to synthesize the given product.. Dataset: Full USPTO retrosynthesis dataset with 1.9M reactions from patents (1976-2016) Given the product [S:8]1[CH:12]=[CH:11][CH:10]=[C:9]1[CH2:13][NH:14][C:5]([C:2]1([CH3:1])[CH2:4][CH2:3]1)=[O:7], predict the reactants needed to synthesize it. The reactants are: [CH3:1][C:2]1([C:5]([OH:7])=O)[CH2:4][CH2:3]1.[S:8]1[CH:12]=[CH:11][CH:10]=[C:9]1[CH2:13][NH2:14].C(N(CC)CC)C.CCN=C=NCCCN(C)C.